Dataset: Full USPTO retrosynthesis dataset with 1.9M reactions from patents (1976-2016). Task: Predict the reactants needed to synthesize the given product. (1) Given the product [Si:19]([O:11][C:8]1[CH:9]=[CH:10][C:5]([CH2:4][C:3]([O:2][CH3:1])=[O:12])=[CH:6][CH:7]=1)([C:22]([CH3:25])([CH3:24])[CH3:23])([CH3:21])[CH3:20], predict the reactants needed to synthesize it. The reactants are: [CH3:1][O:2][C:3](=[O:12])[CH2:4][C:5]1[CH:10]=[CH:9][C:8]([OH:11])=[CH:7][CH:6]=1.N1C=CN=C1.Cl[Si:19]([C:22]([CH3:25])([CH3:24])[CH3:23])([CH3:21])[CH3:20]. (2) Given the product [NH2:29][CH2:28][C:15]1([S:14][CH2:7][C:8]2[CH:9]=[CH:10][CH:11]=[CH:12][CH:13]=2)[CH2:16][CH2:17][N:18]([C:21]([O:23][C:24]([CH3:27])([CH3:26])[CH3:25])=[O:22])[CH2:19][CH2:20]1, predict the reactants needed to synthesize it. The reactants are: [H-].[Al+3].[Li+].[H-].[H-].[H-].[CH2:7]([S:14][C:15]1([CH2:28][N+:29]([O-])=O)[CH2:20][CH2:19][N:18]([C:21]([O:23][C:24]([CH3:27])([CH3:26])[CH3:25])=[O:22])[CH2:17][CH2:16]1)[C:8]1[CH:13]=[CH:12][CH:11]=[CH:10][CH:9]=1.O.